The task is: Predict which catalyst facilitates the given reaction.. This data is from Catalyst prediction with 721,799 reactions and 888 catalyst types from USPTO. (1) Reactant: [CH2:1]([O:3][C:4](=[O:13])[C:5](=[N:10][O:11][CH3:12])[CH2:6][C:7](=[O:9])[CH3:8])[CH3:2].C(=O)([O-])[O-].[K+].[K+].I[CH2:21][CH:22]([CH3:24])[CH3:23].Cl. Product: [CH2:1]([O:3][C:4](=[O:13])[C:5](=[N:10][O:11][CH3:12])[CH:6]([C:7](=[O:9])[CH3:8])[CH2:21][CH:22]([CH3:24])[CH3:23])[CH3:2]. The catalyst class is: 31. (2) Reactant: O1[C:5]2([CH2:10][CH2:9][N:8]([C:11]3[CH:22]=[CH:21][C:14]([CH2:15][N:16]([OH:20])[C:17]([NH2:19])=[O:18])=[CH:13][CH:12]=3)[CH2:7][CH2:6]2)[O:4]CC1.[OH-].[NH4+]. Product: [OH:20][N:16]([CH2:15][C:14]1[CH:13]=[CH:12][C:11]([N:8]2[CH2:7][CH2:6][C:5](=[O:4])[CH2:10][CH2:9]2)=[CH:22][CH:21]=1)[C:17]([NH2:19])=[O:18]. The catalyst class is: 33. (3) Reactant: [Cl:1][C:2]1[C:3]([F:45])=[C:4]([C@@H:8]2[C@:12]([C:15]3[CH:20]=[CH:19][C:18]([Cl:21])=[CH:17][C:16]=3[F:22])([C:13]#[N:14])[C@H:11]([CH2:23][C:24]([CH3:27])([CH3:26])[CH3:25])[NH:10][C@H:9]2[C:28]([NH:30][C:31]2[CH:39]=[CH:38][C:34]([C:35]([OH:37])=[O:36])=[CH:33][C:32]=2OC(F)(F)F)=[O:29])[CH:5]=[CH:6][CH:7]=1.[CH:46]1([CH:49]=O)[CH2:48][CH2:47]1.[CH3:51]C(O)=O.C(O[BH-](OC(=O)C)OC(=O)C)(=O)C.[Na+]. Product: [CH3:51][O:37][C:35](=[O:36])[C:34]1[CH:33]=[CH:32][C:31]([N:30]2[C:28](=[O:29])[C@H:9]3[C@H:8]([C:4]4[CH:5]=[CH:6][CH:7]=[C:2]([Cl:1])[C:3]=4[F:45])[C@:12]([C:15]4[CH:20]=[CH:19][C:18]([Cl:21])=[CH:17][C:16]=4[F:22])([C:13]#[N:14])[C@H:11]([CH2:23][C:24]([CH3:26])([CH3:25])[CH3:27])[N:10]3[C@@H:49]2[CH:46]2[CH2:47][CH2:48]2)=[CH:39][CH:38]=1. The catalyst class is: 74. (4) Reactant: N1[C:9]2[C:4](=CC=[CH:7][CH:8]=2)C=C1.[OH:10][C:11]1[CH:12]=[C:13]([CH2:22][N:23]2[C:31]3[C:26](=[CH:27][CH:28]=[CH:29][CH:30]=3)[C:25]([CH2:32][C:33]3[CH:38]=[CH:37][CH:36]=[C:35]([C:39]([F:42])([F:41])[F:40])[CH:34]=3)=[C:24]2[C:43]([O:45][CH2:46][CH3:47])=[O:44])[CH:14]=[C:15]([O:17][S:18]([CH3:21])(=[O:20])=[O:19])[CH:16]=1.C([O-])([O-])=O.[K+].[K+].BrCC1CC1. Product: [CH:9]1([CH2:4][O:10][C:11]2[CH:12]=[C:13]([CH2:22][N:23]3[C:31]4[C:26](=[CH:27][CH:28]=[CH:29][CH:30]=4)[C:25]([CH2:32][C:33]4[CH:38]=[CH:37][CH:36]=[C:35]([C:39]([F:42])([F:41])[F:40])[CH:34]=4)=[C:24]3[C:43]([O:45][CH2:46][CH3:47])=[O:44])[CH:14]=[C:15]([O:17][S:18]([CH3:21])(=[O:20])=[O:19])[CH:16]=2)[CH2:7][CH2:8]1. The catalyst class is: 18. (5) Reactant: [CH2:1]([O:8][C:9]1[C:13]([CH:14]([OH:23])[C:15]2[CH:20]=[CH:19][C:18]([O:21][CH3:22])=[CH:17][CH:16]=2)=[C:12]([Br:24])[N:11]([CH:25]([CH3:27])[CH3:26])[N:10]=1)[C:2]1[CH:7]=[CH:6][CH:5]=[CH:4][CH:3]=1. Product: [CH2:1]([O:8][C:9]1[C:13]([C:14](=[O:23])[C:15]2[CH:16]=[CH:17][C:18]([O:21][CH3:22])=[CH:19][CH:20]=2)=[C:12]([Br:24])[N:11]([CH:25]([CH3:27])[CH3:26])[N:10]=1)[C:2]1[CH:7]=[CH:6][CH:5]=[CH:4][CH:3]=1. The catalyst class is: 327. (6) Reactant: Cl.[NH:2]1[CH2:7][CH2:6][CH:5]([CH2:8][NH:9][C:10]([C:12]2[C:20]3[N:19]=[C:18]([C:21]([CH3:24])([CH3:23])[CH3:22])[NH:17][C:16]=3[CH:15]=[CH:14][CH:13]=2)=[O:11])[CH2:4][CH2:3]1.C(N(CC)C(C)C)(C)C.[C:34]([O:38][C:39]([N:41]1[CH2:46][CH2:45][CH:44]([CH:47]=O)[CH2:43][CH2:42]1)=[O:40])([CH3:37])([CH3:36])[CH3:35].C(O[BH-](OC(=O)C)OC(=O)C)(=O)C.[Na+]. Product: [C:34]([O:38][C:39]([N:41]1[CH2:46][CH2:45][CH:44]([CH2:47][N:2]2[CH2:7][CH2:6][CH:5]([CH2:8][NH:9][C:10]([C:12]3[C:20]4[N:19]=[C:18]([C:21]([CH3:24])([CH3:23])[CH3:22])[NH:17][C:16]=4[CH:15]=[CH:14][CH:13]=3)=[O:11])[CH2:4][CH2:3]2)[CH2:43][CH2:42]1)=[O:40])([CH3:37])([CH3:35])[CH3:36]. The catalyst class is: 4.